Dataset: Catalyst prediction with 721,799 reactions and 888 catalyst types from USPTO. Task: Predict which catalyst facilitates the given reaction. (1) Reactant: [CH3:1][O:2][C:3]1[CH:8]=[C:7]([CH3:9])[C:6]([C:10]2[C:15]([NH2:16])=[CH:14][C:13]([N:17]3[CH2:22][CH2:21][O:20][CH2:19][CH2:18]3)=[CH:12][N:11]=2)=[C:5]([CH3:23])[CH:4]=1.Cl[C:25]1[C:34]2[C:29](=[CH:30][C:31]([F:36])=[CH:32][C:33]=2[F:35])[N:28]=[C:27]([C:37]2[CH:42]=[CH:41][CH:40]=[CH:39][N:38]=2)[C:26]=1[CH3:43].C1(P(C2CCCCC2)C2C=CC=CC=2C2C(C(C)C)=CC(C(C)C)=CC=2C(C)C)CCCCC1.CC(C)([O-])C.[Na+]. Product: [F:35][C:33]1[CH:32]=[C:31]([F:36])[CH:30]=[C:29]2[C:34]=1[C:25]([NH:16][C:15]1[C:10]([C:6]3[C:7]([CH3:9])=[CH:8][C:3]([O:2][CH3:1])=[CH:4][C:5]=3[CH3:23])=[N:11][CH:12]=[C:13]([N:17]3[CH2:18][CH2:19][O:20][CH2:21][CH2:22]3)[CH:14]=1)=[C:26]([CH3:43])[C:27]([C:37]1[CH:42]=[CH:41][CH:40]=[CH:39][N:38]=1)=[N:28]2. The catalyst class is: 491. (2) The catalyst class is: 11. Reactant: [NH2:1][C:2]1[CH:7]=[CH:6][C:5]([C:8]2[N:9]=[C:10]([N:22]3[CH2:27][CH2:26][O:25][CH2:24][C@@H:23]3[CH3:28])[C:11]3[CH2:17][CH2:16][N:15]([C:18](=[O:21])[CH2:19][CH3:20])[CH2:14][C:12]=3[N:13]=2)=[CH:4][CH:3]=1.O1CCOCC1.C(N(CC)CC)C.[C:42](Cl)(Cl)=[O:43].[CH2:46]([CH2:48][NH2:49])[OH:47]. Product: [OH:47][CH2:46][CH2:48][NH:49][C:42]([NH:1][C:2]1[CH:3]=[CH:4][C:5]([C:8]2[N:9]=[C:10]([N:22]3[CH2:27][CH2:26][O:25][CH2:24][C@@H:23]3[CH3:28])[C:11]3[CH2:17][CH2:16][N:15]([C:18](=[O:21])[CH2:19][CH3:20])[CH2:14][C:12]=3[N:13]=2)=[CH:6][CH:7]=1)=[O:43]. (3) Reactant: C(O)(C(F)(F)F)=O.C(OC([N:15]1[CH2:24][CH2:23][C:22]2[C:21]([O:25][C:26]3[CH:27]=[C:28]4[C:32](=[CH:33][CH:34]=3)[N:31]([C:35](=[O:48])[NH:36][C:37]3[CH:42]=[C:41]([C:43]([F:46])([F:45])[F:44])[CH:40]=[CH:39][C:38]=3[F:47])[CH:30]=[CH:29]4)=[N:20][CH:19]=[N:18][C:17]=2[CH2:16]1)=O)(C)(C)C. Product: [F:47][C:38]1[CH:39]=[CH:40][C:41]([C:43]([F:44])([F:45])[F:46])=[CH:42][C:37]=1[NH:36][C:35]([N:31]1[C:32]2[C:28](=[CH:27][C:26]([O:25][C:21]3[C:22]4[CH2:23][CH2:24][NH:15][CH2:16][C:17]=4[N:18]=[CH:19][N:20]=3)=[CH:34][CH:33]=2)[CH:29]=[CH:30]1)=[O:48]. The catalyst class is: 2. (4) Product: [CH2:10]([O:7][C:1]1[CH:6]=[CH:5][CH:4]=[CH:3][CH:2]=1)[C:9]#[CH:8]. The catalyst class is: 18. Reactant: [C:1]1([OH:7])[CH:6]=[CH:5][CH:4]=[CH:3][CH:2]=1.[CH2:8](Br)[C:9]#[CH:10].C(=O)([O-])[O-].[K+].[K+]. (5) Reactant: [N+:1]([C:4]1[CH:5]=[C:6]([CH:10]=[CH:11][C:12]=1[CH2:13][S:14][C:15]([C:28]1[CH:33]=[CH:32][CH:31]=[CH:30][CH:29]=1)([C:22]1[CH:27]=[CH:26][CH:25]=[CH:24][CH:23]=1)[C:16]1[CH:21]=[CH:20][CH:19]=[CH:18][CH:17]=1)[C:7]([OH:9])=[O:8])([O-])=O.O.O.Cl[Sn]Cl. Product: [NH2:1][C:4]1[CH:5]=[C:6]([CH:10]=[CH:11][C:12]=1[CH2:13][S:14][C:15]([C:16]1[CH:21]=[CH:20][CH:19]=[CH:18][CH:17]=1)([C:22]1[CH:23]=[CH:24][CH:25]=[CH:26][CH:27]=1)[C:28]1[CH:33]=[CH:32][CH:31]=[CH:30][CH:29]=1)[C:7]([OH:9])=[O:8]. The catalyst class is: 5. (6) Reactant: FC(F)(F)C(O)=O.C(OC(=O)[NH:17][C@H:18]1[CH2:22][C@@H:21]([N:23]2[CH:31]=[N:30][C:29]3[C:24]2=[N:25][C:26]([N:47]2[CH2:51][CH2:50][C@@H:49]([NH:52][C:53]([NH:55][C:56]4[CH:57]=[N:58][CH:59]=[CH:60][CH:61]=4)=[O:54])[CH2:48]2)=[N:27][C:28]=3[NH:32][CH2:33][CH:34]([C:41]2[CH:46]=[CH:45][CH:44]=[CH:43][CH:42]=2)[C:35]2[CH:40]=[CH:39][CH:38]=[CH:37][CH:36]=2)[C@H:20]([OH:62])[C@@H:19]1[OH:63])C1C=CC=CC=1. Product: [NH2:17][C@H:18]1[CH2:22][C@@H:21]([N:23]2[CH:31]=[N:30][C:29]3[C:24]2=[N:25][C:26]([N:47]2[CH2:51][CH2:50][C@@H:49]([NH:52][C:53]([NH:55][C:56]4[CH:57]=[N:58][CH:59]=[CH:60][CH:61]=4)=[O:54])[CH2:48]2)=[N:27][C:28]=3[NH:32][CH2:33][CH:34]([C:35]2[CH:36]=[CH:37][CH:38]=[CH:39][CH:40]=2)[C:41]2[CH:46]=[CH:45][CH:44]=[CH:43][CH:42]=2)[C@H:20]([OH:62])[C@@H:19]1[OH:63]. The catalyst class is: 29. (7) The catalyst class is: 73. Product: [Cl:12][C:10]1[CH:9]=[CH:8][CH:7]=[C:6]2[C:11]=1[C:2]([C:35]#[N:36])=[N:3][C:4]([C@@H:13]([NH:15][C:16]1[N:24]=[CH:23][N:22]=[C:21]3[C:17]=1[N:18]=[CH:19][N:20]3[CH2:25][C:26]1[CH:31]=[CH:30][C:29]([O:32][CH3:33])=[CH:28][CH:27]=1)[CH3:14])=[CH:5]2. Reactant: Cl[C:2]1[C:11]2[C:6](=[CH:7][CH:8]=[CH:9][C:10]=2[Cl:12])[CH:5]=[C:4]([C@@H:13]([NH:15][C:16]2[N:24]=[CH:23][N:22]=[C:21]3[C:17]=2[N:18]=[CH:19][N:20]3[CH2:25][C:26]2[CH:31]=[CH:30][C:29]([O:32][CH3:33])=[CH:28][CH:27]=2)[CH3:14])[N:3]=1.O.[CH3:35][N:36](C=O)C. (8) The catalyst class is: 135. Product: [ClH:42].[F:1][C:2]1[CH:3]=[C:4]([CH:37]=[CH:38][C:39]=1[O:40][CH3:41])[CH2:5][N:6]1[C:11]2[CH:12]=[C:13]([C:15]3[CH:16]=[CH:17][C:18]([F:21])=[CH:19][CH:20]=3)[S:14][C:10]=2[C:9](=[O:22])[N:8]([CH:23]2[CH2:24][CH2:25][NH:26][CH2:27][CH2:28]2)[C:7]1=[O:36]. Reactant: [F:1][C:2]1[CH:3]=[C:4]([CH:37]=[CH:38][C:39]=1[O:40][CH3:41])[CH2:5][N:6]1[C:11]2[CH:12]=[C:13]([C:15]3[CH:20]=[CH:19][C:18]([F:21])=[CH:17][CH:16]=3)[S:14][C:10]=2[C:9](=[O:22])[N:8]([CH:23]2[CH2:28][CH2:27][N:26](C(OC(C)(C)C)=O)[CH2:25][CH2:24]2)[C:7]1=[O:36].[ClH:42].